This data is from Reaction yield outcomes from USPTO patents with 853,638 reactions. The task is: Predict the reaction yield, written as a fraction of the theoretical maximum amount of product (1.0 means a 100% yield; for example, 0.34 means a 34% yield). (1) The product is [CH2:1]([O:8][C:9](=[O:23])[CH2:10][CH:11]([NH:15][C:16]([O:18][C:19]([CH3:22])([CH3:21])[CH3:20])=[O:17])[C:12]([NH2:26])=[O:13])[C:2]1[CH:7]=[CH:6][CH:5]=[CH:4][CH:3]=1. The catalyst is O1CCCC1. The yield is 0.710. The reactants are [CH2:1]([O:8][C:9](=[O:23])[CH2:10][CH:11]([NH:15][C:16]([O:18][C:19]([CH3:22])([CH3:21])[CH3:20])=[O:17])[C:12](O)=[O:13])[C:2]1[CH:7]=[CH:6][CH:5]=[CH:4][CH:3]=1.C([N:26](CC)CC)C.ClC(OCC)=O.N. (2) The reactants are FC(F)(F)C(O)=O.[NH2:8][C@@H:9]([CH2:14][C:15]1[CH:20]=[CH:19][C:18]([CH:21]2[S:25](=[O:27])(=[O:26])[NH:24][C:23](=[O:28])[CH2:22]2)=[C:17]([Cl:29])[CH:16]=1)[C:10]([O:12]C)=[O:11].C(N(CC)CC)C.[C:37]1([S:43](Cl)(=[O:45])=[O:44])[CH:42]=[CH:41][CH:40]=[CH:39][CH:38]=1.[OH-].[Li+].Cl. The catalyst is FC(F)(F)C(O)=O.CO. The product is [Cl:29][C:17]1[CH:16]=[C:15]([CH2:14][C@H:9]([NH:8][S:43]([C:37]2[CH:42]=[CH:41][CH:40]=[CH:39][CH:38]=2)(=[O:45])=[O:44])[C:10]([OH:12])=[O:11])[CH:20]=[CH:19][C:18]=1[CH:21]1[S:25](=[O:27])(=[O:26])[NH:24][C:23](=[O:28])[CH2:22]1. The yield is 0.730. (3) The reactants are [CH:1]([S:4][C:5]1[S:32][C:8]2[O:9][C:10]3[CH:30]=[C:29]([CH3:31])[CH:28]=[CH:27][C:11]=3[N:12]=[C:13]([N:14]3[CH2:19][CH2:18][N:17]([CH2:20][C:21]([CH3:26])([CH3:25])[C:22]([OH:24])=[O:23])[CH2:16][CH2:15]3)[C:7]=2[CH:6]=1)([CH3:3])[CH3:2].[P:33](=[O:37])([OH:36])([OH:35])[OH:34]. The catalyst is C(O)C. The product is [P:33]([OH:37])([OH:36])([OH:35])=[O:34].[CH:1]([S:4][C:5]1[S:32][C:8]2[O:9][C:10]3[CH:30]=[C:29]([CH3:31])[CH:28]=[CH:27][C:11]=3[N:12]=[C:13]([N:14]3[CH2:19][CH2:18][N:17]([CH2:20][C:21]([CH3:25])([CH3:26])[C:22]([OH:24])=[O:23])[CH2:16][CH2:15]3)[C:7]=2[CH:6]=1)([CH3:3])[CH3:2]. The yield is 0.891. (4) The reactants are IC1C=CC([C:8]2[CH:13]=[CH:12][CH:11]=[CH:10][C:9]=2[N:14](C(=O)C)[C:15]2[CH:20]=[CH:19][CH:18]=[CH:17][CH:16]=2)=CC=1.[C:24]1([NH:30][C:31]2[CH:36]=[CH:35][CH:34]=[CH:33][CH:32]=2)[CH:29]=[CH:28][CH:27]=[CH:26][CH:25]=1.C(=O)([O-])[O-].[K+].[K+].[CH3:49][CH2:50][CH2:51][CH2:52][CH2:53][CH2:54][CH2:49][CH2:50][CH2:51][CH2:52][CH2:53][CH3:54].[OH-].[K+]. The catalyst is C(O)CC(C)C.[Cu].O. The product is [C:31]1([N:30]([C:49]2[CH:50]=[CH:51][CH:52]=[CH:53][CH:54]=2)[C:24]2[CH:25]=[CH:26][C:27]([C:18]3[CH:19]=[CH:20][C:15]([NH:14][C:9]4[CH:10]=[CH:11][CH:12]=[CH:13][CH:8]=4)=[CH:16][CH:17]=3)=[CH:28][CH:29]=2)[CH:32]=[CH:33][CH:34]=[CH:35][CH:36]=1. The yield is 0.722. (5) The reactants are C([O:5][C:6](=O)[C@@H:7]([O:9][C:10]1[CH:31]=[CH:30][C:13]2[C:14]3[N:18]([CH2:19][CH2:20][O:21][C:12]=2[CH:11]=1)[CH:17]=[C:16]([C:22]1[N:23]([CH:27]([CH3:29])[CH3:28])[N:24]=[CH:25][N:26]=1)[N:15]=3)[CH3:8])(C)(C)C.C(O)(C(F)(F)F)=O.C[N:41](C(ON1N=NC2C=CC=NC1=2)=[N+](C)C)C.F[P-](F)(F)(F)(F)F.[Cl-].[NH4+].C(N(CC)CC)C. The catalyst is C(Cl)Cl. The product is [CH:27]([N:23]1[C:22]([C:16]2[N:15]=[C:14]3[C:13]4[CH:30]=[CH:31][C:10]([O:9][C@@H:7]([CH3:8])[C:6]([NH2:41])=[O:5])=[CH:11][C:12]=4[O:21][CH2:20][CH2:19][N:18]3[CH:17]=2)=[N:26][CH:25]=[N:24]1)([CH3:29])[CH3:28]. The yield is 0.900. (6) The catalyst is C(Cl)Cl. The yield is 0.850. The reactants are [S:1]1[CH:5]=[CH:4][N:3]2[C:6]([CH2:9][C:10]3[CH:20]=[CH:19][C:13]4[N:14]=[C:15]([S:17][CH3:18])[S:16][C:12]=4[CH:11]=3)=[CH:7][N:8]=[C:2]12.C1C=C(Cl)C=C(C(OO)=[O:29])C=1.[O-]S([O-])(=S)=O.[Na+].[Na+]. The product is [S:1]1[CH:5]=[CH:4][N:3]2[C:6]([CH2:9][C:10]3[CH:20]=[CH:19][C:13]4[N:14]=[C:15]([S:17]([CH3:18])=[O:29])[S:16][C:12]=4[CH:11]=3)=[CH:7][N:8]=[C:2]12. (7) The reactants are [Cl:1][C:2]1[CH:10]=[C:9]2[C:5]([CH2:6][C:7](=[O:11])[NH:8]2)=[CH:4][C:3]=1[C:12]1[CH:17]=[CH:16][C:15]([CH2:18][C:19]2[CH:24]=[CH:23][CH:22]=[CH:21][C:20]=2[O:25]C)=[CH:14][CH:13]=1.B(Br)(Br)Br.CO. The catalyst is C(Cl)Cl. The product is [Cl:1][C:2]1[CH:10]=[C:9]2[C:5]([CH2:6][C:7](=[O:11])[NH:8]2)=[CH:4][C:3]=1[C:12]1[CH:13]=[CH:14][C:15]([CH2:18][C:19]2[CH:24]=[CH:23][CH:22]=[CH:21][C:20]=2[OH:25])=[CH:16][CH:17]=1. The yield is 0.780. (8) The reactants are Br[C:2]1[CH:7]=[CH:6][C:5]([C:8]2[N:17]=[C:16]([NH:18][C:19]3[NH:20][N:21]=[C:22]([CH3:24])[CH:23]=3)[C:15]3[C:10](=[CH:11][CH:12]=[CH:13][CH:14]=3)[N:9]=2)=[CH:4][CH:3]=1.[C:25]1(B(O)O)[CH:30]=[CH:29][CH:28]=[CH:27][CH:26]=1.C([O-])([O-])=O.[Na+].[Na+].C1(P(C2C=CC=CC=2)C2C=CC=CC=2)C=CC=CC=1. The product is [C:2]1([C:25]2[CH:30]=[CH:29][CH:28]=[CH:27][CH:26]=2)[CH:7]=[CH:6][C:5]([C:8]2[N:17]=[C:16]([NH:18][C:19]3[NH:20][N:21]=[C:22]([CH3:24])[CH:23]=3)[C:15]3[C:10](=[CH:11][CH:12]=[CH:13][CH:14]=3)[N:9]=2)=[CH:4][CH:3]=1. The catalyst is C1COCC1.O.C([O-])(=O)C.[Pd+2].C([O-])(=O)C. The yield is 0.510.